Dataset: Cav3 T-type calcium channel HTS with 100,875 compounds. Task: Binary Classification. Given a drug SMILES string, predict its activity (active/inactive) in a high-throughput screening assay against a specified biological target. (1) The molecule is O1C(CCC1)CNC(=O)c1c(c2onc(n2)c2ccccc2)cccc1. The result is 0 (inactive). (2) The drug is S(=O)(=O)(NCCCC(=O)N1CCN(CC1)c1ccc(F)cc1)c1sccc1. The result is 0 (inactive). (3) The drug is Fc1ccc(c2nc(N3CCN(CC3)C)nc(c2)c2ccc(OC)cc2)cc1. The result is 0 (inactive). (4) The molecule is Oc1c(CNc2n(c3c(n2)cccc3)CC)cccc1CC=C. The result is 0 (inactive).